Predict the reactants needed to synthesize the given product. From a dataset of Full USPTO retrosynthesis dataset with 1.9M reactions from patents (1976-2016). (1) Given the product [F:25][C:24]([F:27])([F:26])[C:22]([OH:28])=[O:23].[CH2:1]([N:8]1[CH2:13][CH2:12][NH:11][CH2:10][CH:9]1[CH3:21])[C:2]1[CH:7]=[CH:6][CH:5]=[CH:4][CH:3]=1, predict the reactants needed to synthesize it. The reactants are: [CH2:1]([N:8]1[CH2:13][CH2:12][N:11](C(OC(C)(C)C)=O)[CH2:10][CH:9]1[CH3:21])[C:2]1[CH:7]=[CH:6][CH:5]=[CH:4][CH:3]=1.[C:22]([OH:28])([C:24]([F:27])([F:26])[F:25])=[O:23]. (2) The reactants are: [OH:1][C@H:2]1[CH2:7][CH2:6][C@H:5]([C:8]([OH:10])=[O:9])[CH2:4][CH2:3]1.[Si](C=[N+]=[N-])(C)(C)[CH3:12].CCCCCC. Given the product [OH:1][C@H:2]1[CH2:7][CH2:6][C@H:5]([C:8]([O:10][CH3:12])=[O:9])[CH2:4][CH2:3]1, predict the reactants needed to synthesize it.